Dataset: Catalyst prediction with 721,799 reactions and 888 catalyst types from USPTO. Task: Predict which catalyst facilitates the given reaction. (1) Reactant: [Cl:1][C:2]1[CH:3]=[C:4]([CH2:23][C:24]#N)[CH:5]=[CH:6][C:7]=1[CH:8]([CH3:22])[C:9]([C:15]1[CH:20]=[CH:19][N:18]=[C:17]([Cl:21])[CH:16]=1)([OH:14])[C:10]([F:13])([F:12])[F:11].[OH2:26].[OH-:27].[Na+]. Product: [Cl:1][C:2]1[CH:3]=[C:4]([CH2:23][C:24]([OH:27])=[O:26])[CH:5]=[CH:6][C:7]=1[CH:8]([CH3:22])[C:9]([C:15]1[CH:20]=[CH:19][N:18]=[C:17]([Cl:21])[CH:16]=1)([OH:14])[C:10]([F:13])([F:12])[F:11]. The catalyst class is: 33. (2) Reactant: FC1C=CC=C(F)C=1CO[C:6]1[C:7]2[N:8](C([C:17]([OH:19])=[O:18])=C(C)N=2)[CH:9]=[C:10]([CH3:12])[CH:11]=1.C[N:26](C(ON1N=NC2C=CC=NC1=2)=[N+](C)C)C.F[P-](F)(F)(F)(F)F.C(N(CC)C(C)C)(C)C.[CH3:58][C:59]1[N:60]=[C:61]2[C:66]([O:67][CH2:68][C:69]3[C:74]([F:75])=[CH:73][CH:72]=[C:71](F)[C:70]=3[F:77])=[CH:65][C:64]([CH3:78])=[CH:63][N:62]2[C:79]=1[C:80](O)=[O:81]. Product: [CH:17]([OH:19])=[O:18].[NH2:8][CH:7]1[C:10]([CH3:9])([CH3:12])[CH2:11][CH:6]1[NH:26][C:80]([C:79]1[N:62]2[CH:63]=[C:64]([CH3:78])[CH:65]=[C:66]([O:67][CH2:68][C:69]3[C:74]([F:75])=[CH:73][CH:72]=[CH:71][C:70]=3[F:77])[C:61]2=[N:60][C:59]=1[CH3:58])=[O:81]. The catalyst class is: 3. (3) Reactant: Cl[C:2]1[CH:7]=[C:6]([Cl:8])[N:5]=[C:4]([C:9]2[CH:10]=[C:11]([CH:20]=[CH:21][CH:22]=2)[O:12][CH2:13][C:14]([NH:16][CH:17]([CH3:19])[CH3:18])=[O:15])[N:3]=1.CCN(C(C)C)C(C)C.[NH:32]1[C:40]2[C:35](=[CH:36][C:37]([NH2:41])=[CH:38][CH:39]=2)[CH:34]=[N:33]1. Product: [NH:32]1[C:40]2[C:35](=[CH:36][C:37]([NH:41][C:2]3[CH:7]=[C:6]([Cl:8])[N:5]=[C:4]([C:9]4[CH:10]=[C:11]([CH:20]=[CH:21][CH:22]=4)[O:12][CH2:13][C:14]([NH:16][CH:17]([CH3:19])[CH3:18])=[O:15])[N:3]=3)=[CH:38][CH:39]=2)[CH:34]=[N:33]1. The catalyst class is: 41.